Predict which catalyst facilitates the given reaction. From a dataset of Catalyst prediction with 721,799 reactions and 888 catalyst types from USPTO. (1) Reactant: [Cl:1][C:2]1[CH:7]=[CH:6][C:5]([OH:8])=[CH:4][C:3]=1[C:9]([F:12])([F:11])[F:10].C([O-])([O-])=O.[K+].[K+].F[C:20]1[CH:27]=[CH:26][C:23]([C:24]#[N:25])=[CH:22][CH:21]=1. Product: [Cl:1][C:2]1[CH:7]=[CH:6][C:5]([O:8][C:20]2[CH:27]=[CH:26][C:23]([C:24]#[N:25])=[CH:22][CH:21]=2)=[CH:4][C:3]=1[C:9]([F:10])([F:11])[F:12]. The catalyst class is: 18. (2) Reactant: [C:1]([O:5][C:6](=[O:14])[N:7]([CH3:13])[CH:8]1[CH2:12][CH2:11][NH:10][CH2:9]1)([CH3:4])([CH3:3])[CH3:2].Cl[CH2:16][CH2:17][NH:18][C:19]([NH:21][C:22]1[C:31]2[C:26](=[CH:27][CH:28]=[CH:29][CH:30]=2)[N:25]=[C:24]([CH3:32])[CH:23]=1)=[O:20].C([O-])(O)=O.[Na+].N[C@H](C(O)=O)CC1C=C2C(C=CC=C2)=CC=1. Product: [C:1]([O:5][C:6](=[O:14])[N:7]([CH3:13])[CH:8]1[CH2:12][CH2:11][N:10]([CH2:16][CH2:17][NH:18][C:19]([NH:21][C:22]2[C:31]3[C:26](=[CH:27][CH:28]=[CH:29][CH:30]=3)[N:25]=[C:24]([CH3:32])[CH:23]=2)=[O:20])[CH2:9]1)([CH3:4])([CH3:3])[CH3:2]. The catalyst class is: 1.